From a dataset of Forward reaction prediction with 1.9M reactions from USPTO patents (1976-2016). Predict the product of the given reaction. Given the reactants [C:1]1([CH2:7][S:8](Cl)(=[O:10])=[O:9])[CH:6]=[CH:5][CH:4]=[CH:3][CH:2]=1.[NH:12]1[CH2:17][CH2:16][CH2:15][CH:14]([C:18]([O:20][CH2:21][CH2:22][CH2:23][CH2:24][C:25]2[CH:30]=[CH:29][CH:28]=[CH:27][CH:26]=2)=[O:19])[NH:13]1.C(N(CC)CC)C, predict the reaction product. The product is: [CH2:7]([S:8]([N:13]1[CH:14]([C:18]([O:20][CH2:21][CH2:22][CH2:23][CH2:24][C:25]2[CH:26]=[CH:27][CH:28]=[CH:29][CH:30]=2)=[O:19])[CH2:15][CH2:16][CH2:17][NH:12]1)(=[O:10])=[O:9])[C:1]1[CH:6]=[CH:5][CH:4]=[CH:3][CH:2]=1.